From a dataset of Peptide-MHC class I binding affinity with 185,985 pairs from IEDB/IMGT. Regression. Given a peptide amino acid sequence and an MHC pseudo amino acid sequence, predict their binding affinity value. This is MHC class I binding data. (1) The peptide sequence is NYPASLHKF. The MHC is HLA-B57:01 with pseudo-sequence HLA-B57:01. The binding affinity (normalized) is 0.0847. (2) The peptide sequence is YVIKVSARV. The MHC is HLA-B42:01 with pseudo-sequence HLA-B42:01. The binding affinity (normalized) is 0.191.